This data is from Forward reaction prediction with 1.9M reactions from USPTO patents (1976-2016). The task is: Predict the product of the given reaction. (1) The product is: [N:1]1([C:2]2[CH:3]=[C:4]3[C:8](=[CH:9][CH:10]=2)[CH2:7][CH:6]([C:11]([O:13][CH2:14][CH3:15])=[O:12])[CH2:5]3)[CH:16]=[N:28][N:27]=[N:26]1. Given the reactants [NH2:1][C:2]1[CH:3]=[C:4]2[C:8](=[CH:9][CH:10]=1)[CH2:7][CH:6]([C:11]([O:13][CH2:14][CH3:15])=[O:12])[CH2:5]2.[CH:16](OCC)(OCC)OCC.[N-:26]=[N+:27]=[N-:28].[Na+], predict the reaction product. (2) Given the reactants [N:1]([C:4]1[CH:9]=[CH:8][C:7]([O:10][CH3:11])=[CH:6][CH:5]=1)=[N+:2]=[N-:3].[Cl:12][C:13]1[CH:18]=[C:17]([Cl:19])[CH:16]=[CH:15][C:14]=1[CH2:20][C:21]#[N:22].C[O-].[Na+], predict the reaction product. The product is: [Cl:12][C:13]1[CH:18]=[C:17]([Cl:19])[CH:16]=[CH:15][C:14]=1[C:20]1[N:3]=[N:2][N:1]([C:4]2[CH:5]=[CH:6][C:7]([O:10][CH3:11])=[CH:8][CH:9]=2)[C:21]=1[NH2:22]. (3) Given the reactants [Cl:1][C:2]1[CH:7]=[CH:6][C:5]([C:8]2[N:12]([CH:13]3[CH2:15][CH2:14]3)[C:11](=[O:16])[N:10]([CH2:17][C:18](O)=[O:19])[N:9]=2)=[CH:4][CH:3]=1.[NH2:21][CH2:22][CH:23]([NH:34][C:35](=[O:41])[O:36][C:37]([CH3:40])([CH3:39])[CH3:38])[C:24]1[CH:29]=[CH:28][CH:27]=[CH:26][C:25]=1[C:30]([F:33])([F:32])[F:31], predict the reaction product. The product is: [Cl:1][C:2]1[CH:7]=[CH:6][C:5]([C:8]2[N:12]([CH:13]3[CH2:14][CH2:15]3)[C:11](=[O:16])[N:10]([CH2:17][C:18]([NH:21][CH2:22][CH:23]([NH:34][C:35](=[O:41])[O:36][C:37]([CH3:38])([CH3:40])[CH3:39])[C:24]3[CH:29]=[CH:28][CH:27]=[CH:26][C:25]=3[C:30]([F:33])([F:32])[F:31])=[O:19])[N:9]=2)=[CH:4][CH:3]=1. (4) Given the reactants Br[C:2]1[CH:7]=[CH:6][C:5]([F:8])=[CH:4][C:3]=1[Cl:9].CC1(C)C(C)(C)OB([C:18]2[CH:28]=[CH:27][CH:26]=[CH:25][C:19]=2[C:20]([O:22][CH2:23][CH3:24])=[O:21])O1.C1(C)C=CC=CC=1.P([O-])([O-])([O-])=O.[K+].[K+].[K+], predict the reaction product. The product is: [Cl:9][C:3]1[CH:4]=[C:5]([F:8])[CH:6]=[CH:7][C:2]=1[C:18]1[C:19]([C:20]([O:22][CH2:23][CH3:24])=[O:21])=[CH:25][CH:26]=[CH:27][CH:28]=1. (5) The product is: [NH2:9][C@H:10]([C:15]([OH:17])=[O:16])[CH2:11][CH2:12][S:13][CH3:14]. Given the reactants O=C1NCCNC1=O.[NH2:9][C@H:10]([C:15]([OH:17])=[O:16])[CH2:11][CH2:12][S:13][CH3:14].Cl, predict the reaction product. (6) Given the reactants [F:1][C:2]1[CH:11]=[CH:10][CH:9]=[C:8]2[C:3]=1[C:4]([NH:12][C:13]1[CH:14]=[C:15]3[C:19](=[CH:20][CH:21]=1)[NH:18][N:17]=[CH:16]3)=[N:5][CH:6]=[N:7]2.Cl.[N:23]1[CH:28]=[CH:27][CH:26]=[CH:25][C:24]=1[CH2:29]Cl.[H-].[Na+], predict the reaction product. The product is: [F:1][C:2]1[CH:11]=[CH:10][CH:9]=[C:8]2[C:3]=1[C:4]([NH:12][C:13]1[CH:14]=[C:15]3[C:19](=[CH:20][CH:21]=1)[N:18]([CH2:29][C:24]1[CH:25]=[CH:26][CH:27]=[CH:28][N:23]=1)[N:17]=[CH:16]3)=[N:5][CH:6]=[N:7]2. (7) Given the reactants [F:1][C:2]1[CH:40]=[C:39]([F:41])[CH:38]=[CH:37][C:3]=1[CH2:4][N:5]([CH2:16][C:17]1[CH:36]=[CH:35][C:20]([O:21][C:22]2[CH:23]=[CH:24][C:25]([CH2:29][CH2:30][CH2:31][CH2:32][CH2:33][CH3:34])=[C:26]([OH:28])[CH:27]=2)=[CH:19][CH:18]=1)[C:6]1[CH:11]=[CH:10][CH:9]=[C:8]([N+:12]([O-:14])=[O:13])[C:7]=1[CH3:15].[C:42]([O:46][CH2:47][CH3:48])(=[O:45])[CH2:43]O, predict the reaction product. The product is: [F:1][C:2]1[CH:40]=[C:39]([F:41])[CH:38]=[CH:37][C:3]=1[CH2:4][N:5]([CH2:16][C:17]1[CH:36]=[CH:35][C:20]([O:21][C:22]2[CH:23]=[CH:24][C:25]([CH2:29][CH2:30][CH2:31][CH2:32][CH2:33][CH3:34])=[C:26]([CH:27]=2)[O:28][CH2:43][C:42]([O:46][CH2:47][CH3:48])=[O:45])=[CH:19][CH:18]=1)[C:6]1[CH:11]=[CH:10][CH:9]=[C:8]([N+:12]([O-:14])=[O:13])[C:7]=1[CH3:15].